Dataset: Peptide-MHC class II binding affinity with 134,281 pairs from IEDB. Task: Regression. Given a peptide amino acid sequence and an MHC pseudo amino acid sequence, predict their binding affinity value. This is MHC class II binding data. (1) The peptide sequence is VNMVRRGVRSLSNKI. The MHC is DRB1_1301 with pseudo-sequence DRB1_1301. The binding affinity (normalized) is 0.936. (2) The MHC is HLA-DPA10103-DPB10601 with pseudo-sequence HLA-DPA10103-DPB10601. The binding affinity (normalized) is 0.0914. The peptide sequence is AAATAGLTVYGAFAA. (3) The peptide sequence is EKKYFIATQFEPLAA. The MHC is DRB1_1602 with pseudo-sequence DRB1_1602. The binding affinity (normalized) is 0.699. (4) The peptide sequence is VETSYVKVLHHM. The MHC is DRB1_1101 with pseudo-sequence DRB1_1101. The binding affinity (normalized) is 0.304.